Dataset: Full USPTO retrosynthesis dataset with 1.9M reactions from patents (1976-2016). Task: Predict the reactants needed to synthesize the given product. (1) Given the product [C:1]([C:5]1[CH:6]=[C:7]([NH:11][C:12]([C:13]2[CH:18]=[CH:17][C:16]([N:19]3[CH2:24][CH2:23][N:22]([C:28]4[CH:36]=[CH:35][C:31]([C:32]([OH:34])=[O:33])=[CH:30][CH:29]=4)[CH2:21][CH2:20]3)=[CH:15][C:14]=2[CH3:25])=[O:26])[CH:8]=[CH:9][CH:10]=1)([CH3:4])([CH3:3])[CH3:2], predict the reactants needed to synthesize it. The reactants are: [C:1]([C:5]1[CH:6]=[C:7]([NH:11][C:12](=[O:26])[C:13]2[CH:18]=[CH:17][C:16]([N:19]3[CH2:24][CH2:23][NH:22][CH2:21][CH2:20]3)=[CH:15][C:14]=2[CH3:25])[CH:8]=[CH:9][CH:10]=1)([CH3:4])([CH3:3])[CH3:2].Br[C:28]1[CH:36]=[CH:35][C:31]([C:32]([OH:34])=[O:33])=[CH:30][CH:29]=1.C(C1C=C(NC(C2C=CC(N3CCN(C4C=CC(C(O)=O)=CC=4)CC3)=C(F)C=2)=O)C=CC=1)(C)(C)C. (2) Given the product [C:1]([NH:5][C:6]1[C:7](/[CH:26]=[N:29]/[OH:30])=[N:8][C:9]2[C:14]([N:15]=1)=[C:13]([C:16]1[NH:24][C:23]3[CH2:22][CH2:21][NH:20][C:19](=[O:25])[C:18]=3[CH:17]=1)[CH:12]=[CH:11][CH:10]=2)([CH3:3])([CH3:4])[CH3:2], predict the reactants needed to synthesize it. The reactants are: [C:1]([NH:5][C:6]1[C:7]([CH:26]=O)=[N:8][C:9]2[C:14]([N:15]=1)=[C:13]([C:16]1[NH:24][C:23]3[CH2:22][CH2:21][NH:20][C:19](=[O:25])[C:18]=3[CH:17]=1)[CH:12]=[CH:11][CH:10]=2)([CH3:4])([CH3:3])[CH3:2].Cl.[NH2:29][OH:30].CO.C(Cl)Cl. (3) Given the product [Cl:26][C:11]1[C:10]2[C:15](=[CH:16][C:7]([C:6]3[C:2]([CH3:1])=[N:3][O:4][C:5]=3[CH3:23])=[C:8]([O:21][CH3:22])[CH:9]=2)[N:14]=[CH:13][C:12]=1[N+:17]([O-:19])=[O:18], predict the reactants needed to synthesize it. The reactants are: [CH3:1][C:2]1[C:6]([C:7]2[CH:16]=[C:15]3[C:10]([C:11](=O)[C:12]([N+:17]([O-:19])=[O:18])=[CH:13][NH:14]3)=[CH:9][C:8]=2[O:21][CH3:22])=[C:5]([CH3:23])[O:4][N:3]=1.O=P(Cl)(Cl)[Cl:26]. (4) Given the product [OH:12][C:7]1[CH:8]=[C:9]2[C:4](=[CH:5][CH:6]=1)[CH:3]=[C:2]([NH:1][C:13](=[O:22])[C:14]1[CH:19]=[CH:18][C:17]([O:20][CH3:21])=[CH:16][CH:15]=1)[CH:11]=[CH:10]2, predict the reactants needed to synthesize it. The reactants are: [NH2:1][C:2]1[CH:3]=[C:4]2[C:9](=[CH:10][CH:11]=1)[CH:8]=[C:7]([OH:12])[CH:6]=[CH:5]2.[C:13](Cl)(=[O:22])[C:14]1[CH:19]=[CH:18][C:17]([O:20][CH3:21])=[CH:16][CH:15]=1.C([O-])([O-])=O.[K+].[K+]. (5) Given the product [NH2:21][C:20]1[C:15]([F:14])=[CH:16][CH:17]=[CH:18][C:19]=1[C:24]([NH:5][C:4]1[CH:6]=[CH:7][CH:8]=[C:2]([Br:1])[C:3]=1[Cl:9])=[O:23], predict the reactants needed to synthesize it. The reactants are: [Br:1][C:2]1[C:3]([Cl:9])=[C:4]([CH:6]=[CH:7][CH:8]=1)[NH2:5].C[Al](C)C.[F:14][C:15]1[C:20]2[NH:21]C(=O)[O:23][C:24](=O)[C:19]=2[CH:18]=[CH:17][CH:16]=1.Cl. (6) Given the product [F:26][C:2]([F:1])([F:25])[C:3]([C:9]1[CH:10]=[CH:11][C:12]([CH:15]([S:16]([C:19]2[CH:24]=[CH:23][CH:22]=[CH:21][CH:20]=2)(=[O:17])=[O:18])[CH3:27])=[CH:13][CH:14]=1)([OH:8])[C:4]([F:7])([F:6])[F:5], predict the reactants needed to synthesize it. The reactants are: [F:1][C:2]([F:26])([F:25])[C:3]([C:9]1[CH:14]=[CH:13][C:12]([CH2:15][S:16]([C:19]2[CH:24]=[CH:23][CH:22]=[CH:21][CH:20]=2)(=[O:18])=[O:17])=[CH:11][CH:10]=1)([OH:8])[C:4]([F:7])([F:6])[F:5].[C:27]([Si](C)(C)[O:8][C:3]([C:9]1[CH:10]=[CH:11][C:12]([CH2:15][S:16]([C:19]2[CH:24]=[CH:23][CH:22]=[CH:21][CH:20]=2)(=[O:17])=[O:18])=[CH:13][CH:14]=1)([C:4]([F:7])([F:6])[F:5])[C:2]([F:1])([F:25])[F:26])(C)(C)[CH3:27].C(N(CC)CC)C. (7) Given the product [S:9]1[CH:10]=[CH:11][N:12]=[C:8]1[C:5]1[CH:6]=[CH:7][N:3]([CH2:17][CH2:16][C:15]([O-:19])=[O:14])[N:4]=1.[Na+:2], predict the reactants needed to synthesize it. The reactants are: [H-].[Na+:2].[NH:3]1[CH:7]=[CH:6][C:5]([C:8]2[S:9][CH:10]=[CH:11][N:12]=2)=[N:4]1.C[O:14][C:15](=[O:19])[CH2:16][CH2:17]Br.